From a dataset of Full USPTO retrosynthesis dataset with 1.9M reactions from patents (1976-2016). Predict the reactants needed to synthesize the given product. (1) Given the product [C:7]([O:6][C:4](=[O:5])[CH:3]=[CH2:1])#[N:40].[CH2:17]([CH:16]([CH2:15][CH2:23][CH2:24][CH3:25])[CH2:21][C:48]1[CH:49]=[CH:50][CH:51]=[C:46]([C:52]2[CH:53]=[CH:54][CH:55]=[CH:56][CH:57]=2)[CH:47]=1)[CH3:18], predict the reactants needed to synthesize it. The reactants are: [C:1]([CH2:3][C:4]([O:6][CH2:7]C(CC)CCCC)=[O:5])#N.[C:15]([C:23]1C=CC=[CH:25][CH:24]=1)(=O)[C:16]1[CH:21]=CC=[CH:18][CH:17]=1.C(O)(=O)CC.C([O-])(=O)C.[NH4+].C(C(=C)C(N)=O)#[N:40].[C:46]1([C:52]2[CH:57]=[CH:56][CH:55]=[CH:54][CH:53]=2)[CH:51]=[CH:50][CH:49]=[CH:48][CH:47]=1. (2) Given the product [CH2:13]([CH:5]1[C:4]2[C:8](=[CH:9][CH:10]=[CH:11][C:3]=2[O:2][CH3:1])[NH:7][C:6]1=[O:12])[C:14]1[CH:19]=[CH:18][CH:17]=[CH:16][CH:15]=1, predict the reactants needed to synthesize it. The reactants are: [CH3:1][O:2][C:3]1[CH:11]=[CH:10][CH:9]=[C:8]2[C:4]=1[CH2:5][C:6](=[O:12])[NH:7]2.[CH2:13](Br)[C:14]1[CH:19]=[CH:18][CH:17]=[CH:16][CH:15]=1.